This data is from Peptide-MHC class II binding affinity with 134,281 pairs from IEDB. The task is: Regression. Given a peptide amino acid sequence and an MHC pseudo amino acid sequence, predict their binding affinity value. This is MHC class II binding data. (1) The peptide sequence is TVSLPVGADEDDIKA. The MHC is DRB1_0405 with pseudo-sequence DRB1_0405. The binding affinity (normalized) is 0.168. (2) The binding affinity (normalized) is 0.256. The MHC is DRB1_0101 with pseudo-sequence DRB1_0101. The peptide sequence is EKYKVFTDISMSLYKDLI. (3) The peptide sequence is VVVHITDDNEEPIA. The MHC is DRB1_1101 with pseudo-sequence DRB1_1101. The binding affinity (normalized) is 0. (4) The peptide sequence is KLGEVSWEEEA. The MHC is DRB1_0901 with pseudo-sequence DRB1_0901. The binding affinity (normalized) is 0.